Regression/Classification. Given a drug SMILES string, predict its absorption, distribution, metabolism, or excretion properties. Task type varies by dataset: regression for continuous measurements (e.g., permeability, clearance, half-life) or binary classification for categorical outcomes (e.g., BBB penetration, CYP inhibition). Dataset: cyp1a2_veith. From a dataset of CYP1A2 inhibition data for predicting drug metabolism from PubChem BioAssay. (1) The molecule is CC(O)(CS(=O)(=O)Cc1ccc(Cl)cc1)C(=O)Nc1cccc(C(F)(F)F)c1. The result is 0 (non-inhibitor). (2) The drug is Cc1cc(OCCn2cc(/C(N)=N/O)c3ccccc32)ccc1Cl. The result is 1 (inhibitor). (3) The molecule is CC1(C)CC(=O)C(C(C#Cc2ccccc2)C2=C(O)CC(C)(C)CC2=O)=C(O)C1. The result is 0 (non-inhibitor). (4) The molecule is CNc1ncnc2ccc(-c3ccc4c(c3)OCO4)cc12. The result is 1 (inhibitor). (5) The drug is O=C(N/N=C/c1ccco1)c1ccccn1. The result is 1 (inhibitor). (6) The compound is Cc1oc(=O)c(NC(=O)c2ccccc2)cc1C(=O)c1ccccc1. The result is 1 (inhibitor).